Dataset: Catalyst prediction with 721,799 reactions and 888 catalyst types from USPTO. Task: Predict which catalyst facilitates the given reaction. Reactant: [F:1][C:2]1[CH:10]=[C:9]([F:11])[CH:8]=[C:7]2[C:3]=1[C:4]([S:12]([CH2:15][C:16]([NH:18][C:19]1[CH:23]=[C:22]([CH3:24])[O:21][N:20]=1)=[O:17])(=[O:14])=[O:13])=[CH:5][NH:6]2.[H-].[Na+].[Br:27][C:28]1[CH:29]=[C:30]([CH:33]=[CH:34][CH:35]=1)[CH2:31]Br. Product: [Br:27][C:28]1[CH:29]=[C:30]([CH:33]=[CH:34][CH:35]=1)[CH2:31][N:6]1[C:7]2[C:3](=[C:2]([F:1])[CH:10]=[C:9]([F:11])[CH:8]=2)[C:4]([S:12]([CH2:15][C:16]([NH:18][C:19]2[CH:23]=[C:22]([CH3:24])[O:21][N:20]=2)=[O:17])(=[O:14])=[O:13])=[CH:5]1. The catalyst class is: 3.